Dataset: Catalyst prediction with 721,799 reactions and 888 catalyst types from USPTO. Task: Predict which catalyst facilitates the given reaction. (1) Reactant: [NH2:1][C:2]1[CH:7]=[CH:6][C:5]([OH:8])=[CH:4][C:3]=1[CH3:9].[CH3:10][O:11][C:12](=[O:21])[C:13]1[CH:18]=[CH:17][C:16]([CH:19]=O)=[CH:15][CH:14]=1.[B][B][B][B][B][B][B][B][B][B].[CH2:32]=O. Product: [CH3:10][O:11][C:12](=[O:21])[C:13]1[CH:18]=[CH:17][C:16]([CH2:19][N:1]([C:2]2[CH:7]=[CH:6][C:5]([OH:8])=[CH:4][C:3]=2[CH3:9])[CH3:32])=[CH:15][CH:14]=1. The catalyst class is: 5. (2) The catalyst class is: 8. Reactant: [F:1][C:2]([F:25])([F:24])[C:3]1[C:11]2[CH2:10][CH2:9][CH2:8][CH2:7][C:6]=2[N:5]([C:12]2[CH:17]=[CH:16][C:15]([CH2:18][C:19]([O:21]CC)=[O:20])=[CH:14][CH:13]=2)[N:4]=1.[OH-].[Na+].O. Product: [F:25][C:2]([F:1])([F:24])[C:3]1[C:11]2[CH2:10][CH2:9][CH2:8][CH2:7][C:6]=2[N:5]([C:12]2[CH:17]=[CH:16][C:15]([CH2:18][C:19]([OH:21])=[O:20])=[CH:14][CH:13]=2)[N:4]=1. (3) Reactant: [CH2:1]([N:8]1[CH2:17][CH2:16][C:15]2[C:14](=O)[NH:13][CH:12]=[N:11][C:10]=2[CH2:9]1)[C:2]1[CH:7]=[CH:6][CH:5]=[CH:4][CH:3]=1.O=P(Cl)(Cl)[Cl:21].CN(C)C1C=CC=CC=1.C([O-])(O)=O.[Na+]. Product: [CH2:1]([N:8]1[CH2:17][CH2:16][C:15]2[C:14]([Cl:21])=[N:13][CH:12]=[N:11][C:10]=2[CH2:9]1)[C:2]1[CH:7]=[CH:6][CH:5]=[CH:4][CH:3]=1. The catalyst class is: 756.